This data is from Full USPTO retrosynthesis dataset with 1.9M reactions from patents (1976-2016). The task is: Predict the reactants needed to synthesize the given product. Given the product [CH2:1]([C:3]1[CH:8]=[CH:7][C:6]([NH:9][C:10]([NH:12][C:13]2[CH:18]=[C:17]([N+:19]([O-:21])=[O:20])[CH:16]=[CH:15][C:14]=2[OH:22])=[S:11])=[CH:5][CH:4]=1)[CH3:2], predict the reactants needed to synthesize it. The reactants are: [CH2:1]([C:3]1[CH:8]=[CH:7][C:6]([N:9]=[C:10]=[S:11])=[CH:5][CH:4]=1)[CH3:2].[NH2:12][C:13]1[CH:18]=[C:17]([N+:19]([O-:21])=[O:20])[CH:16]=[CH:15][C:14]=1[OH:22].